This data is from Forward reaction prediction with 1.9M reactions from USPTO patents (1976-2016). The task is: Predict the product of the given reaction. (1) Given the reactants [F:1][C:2]1[CH:7]=[CH:6][C:5]([C:8]2[C:12]3[C:13](=[O:17])[NH:14][CH2:15][CH2:16][C:11]=3[NH:10][C:9]=2[CH:18]=O)=[CH:4][CH:3]=1.[Cl:20][C:21]1[CH:22]=[C:23]([NH:28][C:29]2[C:30]3[CH2:37][C:36](=[O:38])[NH:35][C:31]=3[N:32]=[CH:33][N:34]=2)[CH:24]=[CH:25][C:26]=1[F:27], predict the reaction product. The product is: [Cl:20][C:21]1[CH:22]=[C:23]([NH:28][C:29]2[C:30]3[C:37](=[CH:18][C:9]4[NH:10][C:11]5[CH2:16][CH2:15][NH:14][C:13](=[O:17])[C:12]=5[C:8]=4[C:5]4[CH:4]=[CH:3][C:2]([F:1])=[CH:7][CH:6]=4)[C:36](=[O:38])[NH:35][C:31]=3[N:32]=[CH:33][N:34]=2)[CH:24]=[CH:25][C:26]=1[F:27]. (2) Given the reactants [F:1][C:2]1[CH:18]=[CH:17][CH:16]=[C:15]([F:19])[C:3]=1[C:4]([NH:6][C:7]1[C:8]([C:12](O)=O)=[N:9][NH:10][CH:11]=1)=[O:5].[Br:20][C:21]1[CH:26]=[C:25]([C:27]([F:30])([F:29])[F:28])[CH:24]=[C:23]([NH2:31])[C:22]=1[NH2:32].C(Cl)CCl.C1C=CC2N(O)N=NC=2C=1, predict the reaction product. The product is: [Br:20][C:21]1[C:22]2[N:32]=[C:12]([C:8]3[C:7]([NH:6][C:4](=[O:5])[C:3]4[C:2]([F:1])=[CH:18][CH:17]=[CH:16][C:15]=4[F:19])=[CH:11][NH:10][N:9]=3)[NH:31][C:23]=2[CH:24]=[C:25]([C:27]([F:28])([F:29])[F:30])[CH:26]=1.